From a dataset of Forward reaction prediction with 1.9M reactions from USPTO patents (1976-2016). Predict the product of the given reaction. (1) Given the reactants [Br:1][C:2]1[CH:3]=[C:4]2[C:9](=[CH:10][C:11]=1[F:12])[N:8]=[CH:7][NH:6][C:5]2=O.C1CCN2C(=NCCC2)CC1.O=P(Cl)(Cl)[Cl:27], predict the reaction product. The product is: [Br:1][C:2]1[CH:3]=[C:4]2[C:9](=[CH:10][C:11]=1[F:12])[N:8]=[CH:7][N:6]=[C:5]2[Cl:27]. (2) Given the reactants [Cl:1][C:2]1[CH:3]=[C:4]2[C:10]([C:11]3[N:16]=[C:15](S(C)=O)[C:14]([F:20])=[CH:13][N:12]=3)=[CH:9][N:8]([S:21]([C:24]3[CH:29]=[CH:28][C:27]([CH3:30])=[CH:26][CH:25]=3)(=[O:23])=[O:22])[C:5]2=[N:6][CH:7]=1.[NH2:31][CH:32]1[CH2:37][CH2:36][CH2:35][CH2:34][C:33]1([CH3:39])[OH:38].CCN(C(C)C)C(C)C.[Na+].[Cl-], predict the reaction product. The product is: [Cl:1][C:2]1[CH:3]=[C:4]2[C:10]([C:11]3[N:16]=[C:15]([NH:31][CH:32]4[CH2:37][CH2:36][CH2:35][CH2:34][C:33]4([CH3:39])[OH:38])[C:14]([F:20])=[CH:13][N:12]=3)=[CH:9][N:8]([S:21]([C:24]3[CH:29]=[CH:28][C:27]([CH3:30])=[CH:26][CH:25]=3)(=[O:23])=[O:22])[C:5]2=[N:6][CH:7]=1. (3) The product is: [F:26][C:24]1[CH:25]=[C:20]([C:18]2[N:6]3[N:5]=[CH:4][C:3]([C:7]([C:9]4[S:10][CH:11]=[CH:12][CH:13]=4)=[O:8])=[C:2]3[N:1]=[CH:16][CH:17]=2)[C:21]([O:32][CH3:33])=[C:22]([N:27]([CH3:31])[C:28](=[O:30])[CH3:29])[CH:23]=1. Given the reactants [NH2:1][C:2]1[NH:6][N:5]=[CH:4][C:3]=1[C:7]([C:9]1[S:10][CH:11]=[CH:12][CH:13]=1)=[O:8].CN(C)[CH:16]=[CH:17][C:18]([C:20]1[C:21]([O:32][CH3:33])=[C:22]([N:27]([CH3:31])[C:28](=[O:30])[CH3:29])[CH:23]=[C:24]([F:26])[CH:25]=1)=O.C(OCC)(=O)C, predict the reaction product. (4) Given the reactants [OH:1][CH:2]1[CH:7]([C:8]2[CH:13]=[CH:12][C:11]([O:14][CH2:15][CH2:16][CH2:17][O:18][CH2:19][C:20]3[CH:25]=[CH:24][CH:23]=[CH:22][C:21]=3[O:26][CH3:27])=[CH:10][CH:9]=2)[CH2:6][CH2:5][N:4]([C:28]([O:30][C:31]([CH3:34])([CH3:33])[CH3:32])=[O:29])[CH2:3]1.[H-].[Na+].[CH2:37](Cl)[C:38]([OH:40])=[O:39].Cl, predict the reaction product. The product is: [C:38]([CH2:37][O:1][CH:2]1[CH:7]([C:8]2[CH:13]=[CH:12][C:11]([O:14][CH2:15][CH2:16][CH2:17][O:18][CH2:19][C:20]3[CH:25]=[CH:24][CH:23]=[CH:22][C:21]=3[O:26][CH3:27])=[CH:10][CH:9]=2)[CH2:6][CH2:5][N:4]([C:28]([O:30][C:31]([CH3:34])([CH3:33])[CH3:32])=[O:29])[CH2:3]1)([OH:40])=[O:39]. (5) Given the reactants [Br:1][C:2]1[CH:7]=[CH:6][C:5]([S:8](Cl)(=[O:10])=[O:9])=[CH:4][CH:3]=1.[NH2:12][C@H:13]([CH2:16][CH3:17])[CH2:14][OH:15].[CH3:18][CH2:19]N(C(C)C)C(C)C, predict the reaction product. The product is: [Br:1][C:2]1[CH:7]=[CH:6][C:5]([S:8]([NH:12][C:13]2([CH2:14][OH:15])[CH2:19][CH2:18][CH2:17][CH2:16]2)(=[O:10])=[O:9])=[CH:4][CH:3]=1. (6) Given the reactants Cl[C:2]1[N:7]=[C:6]([NH:8][CH:9]2[CH2:12][CH2:11][CH2:10]2)[C:5]([C:13]2[CH:17]=[CH:16][N:15]([CH3:18])[N:14]=2)=[CH:4][N:3]=1.[CH3:19][N:20]1[CH:24]=[C:23]([C:25]2[CH:30]=[CH:29][CH:28]=[C:27](B3OC(C)(C)C(C)(C)O3)[CH:26]=2)[CH:22]=[N:21]1.C(Cl)Cl.C(=O)([O-])[O-].[Cs+].[Cs+], predict the reaction product. The product is: [CH:9]1([NH:8][C:6]2[C:5]([C:13]3[CH:17]=[CH:16][N:15]([CH3:18])[N:14]=3)=[CH:4][N:3]=[C:2]([C:29]3[CH:28]=[CH:27][CH:26]=[C:25]([C:23]4[CH:22]=[N:21][N:20]([CH3:19])[CH:24]=4)[CH:30]=3)[N:7]=2)[CH2:12][CH2:11][CH2:10]1. (7) The product is: [Cl:11][C:12]1[N:17]=[CH:16][C:15]([C:18]([NH:3][CH2:1][CH3:2])=[O:19])=[CH:14][N:13]=1. Given the reactants [CH2:1]([NH2:3])[CH3:2].C(N(CC)CC)C.[Cl:11][C:12]1[N:17]=[CH:16][C:15]([C:18](Cl)=[O:19])=[CH:14][N:13]=1, predict the reaction product. (8) The product is: [OH:4][CH2:3][C:2]([NH:1][S:18]([C:14]1[S:13][C:12]([NH:11][C:8](=[O:10])[CH3:9])=[N:16][C:15]=1[CH3:17])(=[O:19])=[O:20])([CH2:5][OH:6])[CH3:7]. Given the reactants [NH2:1][C:2]([CH3:7])([CH2:5][OH:6])[CH2:3][OH:4].[C:8]([NH:11][C:12]1[S:13][C:14]([S:18](Cl)(=[O:20])=[O:19])=[C:15]([CH3:17])[N:16]=1)(=[O:10])[CH3:9].C(N(CC)CC)C, predict the reaction product. (9) The product is: [Cl:1][C:2]1[C:11]2[C:6](=[CH:7][CH:8]=[C:9]([O:12][CH:13]([CH3:14])[CH3:15])[CH:10]=2)[C:5]([OH:16])=[C:4]([C:17]([NH:34][C@@H:27]([CH2:28][OH:29])[C:26]([OH:35])=[O:25])=[O:19])[N:3]=1. Given the reactants [Cl:1][C:2]1[C:11]2[C:6](=[CH:7][CH:8]=[C:9]([O:12][CH:13]([CH3:15])[CH3:14])[CH:10]=2)[C:5]([OH:16])=[C:4]([C:17]([OH:19])=O)[N:3]=1.Cl.C([O:25][C:26](=[O:35])[C@@H:27]([NH2:34])[CH2:28][O:29]C(C)(C)C)(C)(C)C, predict the reaction product. (10) Given the reactants [CH3:1][N:2]([C:26]1[CH:31]=[CH:30][CH:29]=[CH:28][CH:27]=1)[S:3]([C:6]1[CH:11]=[CH:10][CH:9]=[CH:8][C:7]=1[CH2:12][C:13]1[C:21]2[C:20](=[O:22])[CH2:19][C:18]([CH3:24])([CH3:23])[CH2:17][C:16]=2[NH:15][C:14]=1[CH3:25])(=[O:5])=[O:4].Br[CH2:33][C:34]([O:36][CH2:37][CH3:38])=[O:35].C(=O)([O-])[O-].[K+].[K+].[I-].[K+].[Cl-].[NH4+], predict the reaction product. The product is: [CH3:25][C:14]1[N:15]([CH2:33][C:34]([O:36][CH2:37][CH3:38])=[O:35])[C:16]2[CH2:17][C:18]([CH3:23])([CH3:24])[CH2:19][C:20](=[O:22])[C:21]=2[C:13]=1[CH2:12][C:7]1[CH:8]=[CH:9][CH:10]=[CH:11][C:6]=1[S:3](=[O:5])(=[O:4])[N:2]([CH3:1])[C:26]1[CH:27]=[CH:28][CH:29]=[CH:30][CH:31]=1.